This data is from Full USPTO retrosynthesis dataset with 1.9M reactions from patents (1976-2016). The task is: Predict the reactants needed to synthesize the given product. (1) The reactants are: [Cl:1][C:2]1[CH:3]=[CH:4][C:5]([O:18][CH2:19][CH:20]([CH3:22])[CH3:21])=[C:6]([CH2:8][N:9]2[C:13]([CH3:14])=[CH:12][C:11]([C:15]([OH:17])=O)=[N:10]2)[CH:7]=1.[NH2:23][C:24]1[CH:31]=[CH:30][C:27]([CH2:28][OH:29])=[CH:26][CH:25]=1.Cl.CN(C)CCCN=C=NCC.O.ON1C2C=CC=CC=2N=N1. Given the product [Cl:1][C:2]1[CH:3]=[CH:4][C:5]([O:18][CH2:19][CH:20]([CH3:22])[CH3:21])=[C:6]([CH2:8][N:9]2[C:13]([CH3:14])=[CH:12][C:11]([C:15]([NH:23][C:24]3[CH:31]=[CH:30][C:27]([CH2:28][OH:29])=[CH:26][CH:25]=3)=[O:17])=[N:10]2)[CH:7]=1, predict the reactants needed to synthesize it. (2) Given the product [O:1]=[C:2]1[CH2:7][S:6][C:5]2[CH:8]=[CH:9][C:10]([C:12]([NH:14][N:15]3[CH2:20][CH2:19][NH:18][CH2:17][CH2:16]3)=[O:13])=[N:11][C:4]=2[NH:3]1, predict the reactants needed to synthesize it. The reactants are: [O:1]=[C:2]1[CH2:7][S:6][C:5]2[CH:8]=[CH:9][C:10]([C:12]([NH:14][N:15]3[CH2:20][CH2:19][N:18](C(OC(C)(C)C)=O)[CH2:17][CH2:16]3)=[O:13])=[N:11][C:4]=2[NH:3]1.Cl.O1CCOCC1. (3) Given the product [Cl:15][C:8]1[CH:9]=[C:10]([C:11]#[N:12])[CH:13]=[CH:14][C:7]=1[O:6][C:5]1[CH:16]=[CH:17][C:2]([S:22]([Cl:25])(=[O:23])=[O:19])=[CH:3][CH:4]=1, predict the reactants needed to synthesize it. The reactants are: N[C:2]1[CH:17]=[CH:16][C:5]([O:6][C:7]2[CH:14]=[CH:13][C:10]([C:11]#[N:12])=[CH:9][C:8]=2[Cl:15])=[CH:4][CH:3]=1.N([O-])=[O:19].[Na+].[S:22]([Cl:25])(Cl)=[O:23]. (4) Given the product [CH:20]1([C:18]([C:12]2[CH:13]=[C:14]([CH3:17])[CH:15]=[CH:16][C:11]=2[NH:10][C:8]([NH:7][C:5]2[S:6][C:2]([S:31][C:27]3[N:26]([CH3:25])[CH:30]=[CH:29][N:28]=3)=[CH:3][N:4]=2)=[O:9])=[O:19])[CH2:24][CH2:23][CH2:22][CH2:21]1, predict the reactants needed to synthesize it. The reactants are: Br[C:2]1[S:6][C:5]([NH:7][C:8]([NH:10][C:11]2[CH:16]=[CH:15][C:14]([CH3:17])=[CH:13][C:12]=2[C:18]([CH:20]2[CH2:24][CH2:23][CH2:22][CH2:21]2)=[O:19])=[O:9])=[N:4][CH:3]=1.[CH3:25][N:26]1[CH:30]=[CH:29][N:28]=[C:27]1[SH:31]. (5) Given the product [Br:23][C:24]1[C:25]([N:40]2[CH2:45][CH2:44][CH2:43][C@@H:42]([NH:46][C:47]([O:48][C:49]([CH3:50])([CH3:52])[CH3:51])=[O:53])[CH2:41]2)=[C:26]2[C:32]([NH:33][C:34](=[O:39])[CH2:35][CH2:36][O:37][CH3:38])=[CH:31][N:30]([C:1]([O:3][C:4]([CH3:7])([CH3:6])[CH3:5])=[O:2])[C:27]2=[N:28][CH:29]=1, predict the reactants needed to synthesize it. The reactants are: [C:1](O[C:1]([O:3][C:4]([CH3:7])([CH3:6])[CH3:5])=[O:2])([O:3][C:4]([CH3:7])([CH3:6])[CH3:5])=[O:2].C(N(CC)CC)C.[Br:23][C:24]1[C:25]([N:40]2[CH2:45][CH2:44][CH2:43][C@@H:42]([NH:46][C:47](=[O:53])[O:48][C:49]([CH3:52])([CH3:51])[CH3:50])[CH2:41]2)=[C:26]2[C:32]([NH:33][C:34](=[O:39])[CH2:35][CH2:36][O:37][CH3:38])=[CH:31][NH:30][C:27]2=[N:28][CH:29]=1.O. (6) Given the product [CH2:1]([O:8][C:9]1[CH:14]=[CH:13][N:12]([C:15]2[CH:16]=[N:17][C:18]([N:29]3[CH2:34][CH2:33][NH:32][CH2:31][CH2:30]3)=[CH:19][CH:20]=2)[C:11](=[O:22])[CH:10]=1)[C:2]1[CH:7]=[CH:6][CH:5]=[CH:4][CH:3]=1, predict the reactants needed to synthesize it. The reactants are: [CH2:1]([O:8][C:9]1[CH:14]=[CH:13][N:12]([C:15]2[CH:16]=[N:17][C:18](F)=[CH:19][CH:20]=2)[C:11](=[O:22])[CH:10]=1)[C:2]1[CH:7]=[CH:6][CH:5]=[CH:4][CH:3]=1.C(=O)([O-])[O-].[K+].[K+].[NH:29]1[CH2:34][CH2:33][NH:32][CH2:31][CH2:30]1. (7) Given the product [Cl:1][C:2]1[CH:3]=[C:4]([CH:9]=[CH:10][C:11]=1[NH:12][NH2:13])[C:5]([OH:7])=[O:6], predict the reactants needed to synthesize it. The reactants are: [Cl:1][C:2]1[CH:3]=[C:4]([CH:9]=[CH:10][C:11]=1[NH:12][NH2:13])[C:5]([O:7]C)=[O:6].[OH-].[Na+]. (8) The reactants are: Br[C:2]1[C:3]([O:13][CH3:14])=[C:4]([CH:10]([OH:12])[CH3:11])[CH:5]=[C:6]([Cl:9])[C:7]=1[CH3:8].CC1(C)C(C)(C)OB([C:23]2[CH:24]=[CH:25][C:26]([C:29]#[N:30])=[N:27][CH:28]=2)O1.C(=O)([O-])[O-].[Na+].[Na+].ClCCl. Given the product [Cl:9][C:6]1[C:7]([CH3:8])=[C:2]([C:23]2[CH:24]=[CH:25][C:26]([C:29]#[N:30])=[N:27][CH:28]=2)[C:3]([O:13][CH3:14])=[C:4]([CH:10]([OH:12])[CH3:11])[CH:5]=1, predict the reactants needed to synthesize it. (9) Given the product [Cl-:30].[CH3:29][O:28][C:26]([C@@H:16]1[CH2:15][C@@H:14]([O:13][C:10]2[C:11]3[C:6](=[CH:5][CH:4]=[C:3]([CH:1]=[CH2:2])[CH:12]=3)[CH:7]=[CH:8][N:9]=2)[CH2:18][NH2+:17]1)=[O:27], predict the reactants needed to synthesize it. The reactants are: [CH:1]([C:3]1[CH:12]=[C:11]2[C:6]([CH:7]=[CH:8][N:9]=[C:10]2[O:13][C@H:14]2[CH2:18][N:17](C(OC(C)(C)C)=O)[C@H:16]([C:26]([O:28][CH3:29])=[O:27])[CH2:15]2)=[CH:5][CH:4]=1)=[CH2:2].[ClH:30].